From a dataset of NCI-60 drug combinations with 297,098 pairs across 59 cell lines. Regression. Given two drug SMILES strings and cell line genomic features, predict the synergy score measuring deviation from expected non-interaction effect. (1) Drug 1: C1=CC(=CC=C1CCCC(=O)O)N(CCCl)CCCl. Drug 2: C1=NC2=C(N1)C(=S)N=CN2. Cell line: K-562. Synergy scores: CSS=22.3, Synergy_ZIP=-12.1, Synergy_Bliss=-17.6, Synergy_Loewe=-36.3, Synergy_HSA=-16.2. (2) Drug 1: CC1C(C(CC(O1)OC2CC(OC(C2O)C)OC3=CC4=CC5=C(C(=O)C(C(C5)C(C(=O)C(C(C)O)O)OC)OC6CC(C(C(O6)C)O)OC7CC(C(C(O7)C)O)OC8CC(C(C(O8)C)O)(C)O)C(=C4C(=C3C)O)O)O)O. Drug 2: CCCCCOC(=O)NC1=NC(=O)N(C=C1F)C2C(C(C(O2)C)O)O. Cell line: M14. Synergy scores: CSS=47.4, Synergy_ZIP=-0.0786, Synergy_Bliss=-2.73, Synergy_Loewe=-45.2, Synergy_HSA=-3.45. (3) Drug 1: C1=NC2=C(N=C(N=C2N1C3C(C(C(O3)CO)O)F)Cl)N. Drug 2: CC(C)CN1C=NC2=C1C3=CC=CC=C3N=C2N. Cell line: A498. Synergy scores: CSS=3.64, Synergy_ZIP=-0.914, Synergy_Bliss=1.05, Synergy_Loewe=-2.68, Synergy_HSA=-0.825. (4) Drug 1: C1=CC(=C2C(=C1NCCNCCO)C(=O)C3=C(C=CC(=C3C2=O)O)O)NCCNCCO. Drug 2: C1=CC(=CC=C1CC(C(=O)O)N)N(CCCl)CCCl.Cl. Cell line: SNB-75. Synergy scores: CSS=61.7, Synergy_ZIP=10.1, Synergy_Bliss=11.5, Synergy_Loewe=-27.0, Synergy_HSA=11.0. (5) Drug 2: CS(=O)(=O)OCCCCOS(=O)(=O)C. Cell line: A498. Synergy scores: CSS=4.17, Synergy_ZIP=3.83, Synergy_Bliss=-2.01, Synergy_Loewe=0.843, Synergy_HSA=-0.283. Drug 1: CC1C(C(CC(O1)OC2CC(CC3=C2C(=C4C(=C3O)C(=O)C5=C(C4=O)C(=CC=C5)OC)O)(C(=O)CO)O)N)O.Cl. (6) Drug 1: C1=CC(=CC=C1CCC2=CNC3=C2C(=O)NC(=N3)N)C(=O)NC(CCC(=O)O)C(=O)O. Drug 2: C1CN(P(=O)(OC1)NCCCl)CCCl. Cell line: NCI-H460. Synergy scores: CSS=39.1, Synergy_ZIP=-1.23, Synergy_Bliss=-4.88, Synergy_Loewe=-29.4, Synergy_HSA=-5.17.